Predict the reaction yield, written as a fraction of the theoretical maximum amount of product (1.0 means a 100% yield; for example, 0.34 means a 34% yield). From a dataset of Reaction yield outcomes from USPTO patents with 853,638 reactions. (1) The reactants are [CH2:1]([C:4]1([S:7]([NH:10][C:11]2[CH:16]=[CH:15][C:14](=[O:17])[N:13]([CH3:18])[C:12]=2[N:19]([C:27]2[CH:32]=[CH:31][C:30]([I:33])=[CH:29][C:28]=2[F:34])[C:20](=[O:26])[O:21][C:22]([CH3:25])([CH3:24])[CH3:23])(=[O:9])=[O:8])[CH2:6][CH2:5]1)[CH:2]=C.CC1C=CC=C(C)N=1.[O:43]1CCOCC1. The catalyst is O.O=[Os](=O)(=O)=O. The product is [F:34][C:28]1[CH:29]=[C:30]([I:33])[CH:31]=[CH:32][C:27]=1[N:19]([C:12]1[N:13]([CH3:18])[C:14](=[O:17])[CH:15]=[CH:16][C:11]=1[NH:10][S:7]([C:4]1([CH2:1][CH:2]=[O:43])[CH2:5][CH2:6]1)(=[O:9])=[O:8])[C:20](=[O:26])[O:21][C:22]([CH3:24])([CH3:23])[CH3:25]. The yield is 0.880. (2) The reactants are [CH3:1][C:2]([CH3:34])([CH2:5][C@@:6]1([C:28]2[CH:33]=[CH:32][CH:31]=[CH:30][CH:29]=2)[O:11][C:10](=[O:12])[N:9]([C@H:13]([C:15]2[CH:20]=[CH:19][C:18]([C:21]3[CH:26]=[CH:25][C:24](=[O:27])[NH:23][CH:22]=3)=[CH:17][CH:16]=2)[CH3:14])[CH2:8][CH2:7]1)[C:3]#[N:4].[CH3:35]I.[H-].[Na+]. The catalyst is C1COCC1. The product is [CH3:34][C:2]([CH3:1])([CH2:5][C@@:6]1([C:28]2[CH:33]=[CH:32][CH:31]=[CH:30][CH:29]=2)[O:11][C:10](=[O:12])[N:9]([C@H:13]([C:15]2[CH:20]=[CH:19][C:18]([C:21]3[CH:26]=[CH:25][C:24](=[O:27])[N:23]([CH3:35])[CH:22]=3)=[CH:17][CH:16]=2)[CH3:14])[CH2:8][CH2:7]1)[C:3]#[N:4]. The yield is 0.850. (3) The reactants are [O:1]=[S:2]1(=[O:26])[CH2:7][CH:6]=[C:5]([C:8]2[CH:13]=[C:12]([F:14])[C:11]([C:15]3[N:20]=[C:19]([C:21]([OH:23])=[O:22])[CH:18]=[CH:17][C:16]=3[F:24])=[C:10]([F:25])[CH:9]=2)[CH2:4][CH2:3]1. The catalyst is CCO.[Pd]. The product is [O:26]=[S:2]1(=[O:1])[CH2:3][CH2:4][CH:5]([C:8]2[CH:9]=[C:10]([F:25])[C:11]([C:15]3[N:20]=[C:19]([C:21]([OH:23])=[O:22])[CH:18]=[CH:17][C:16]=3[F:24])=[C:12]([F:14])[CH:13]=2)[CH2:6][CH2:7]1. The yield is 1.00. (4) The reactants are [C:1]([O:5][C:6]([NH:8][C@H:9]([C:15]([OH:17])=O)[CH2:10][CH2:11][C:12](=[O:14])[NH2:13])=[O:7])([CH3:4])([CH3:3])[CH3:2].C(C1NC=CN=1)(C1NC=CN=1)=O. The catalyst is C1COCC1. The product is [C:1]([O:5][C:6]([NH:8][CH:9]1[CH2:10][CH2:11][C:12](=[O:14])[NH:13][C:15]1=[O:17])=[O:7])([CH3:4])([CH3:3])[CH3:2]. The yield is 0.450. (5) The reactants are O[C:2]1[C:3]([Cl:12])=[C:4]([Cl:11])[C:5]2[N:6]([CH:8]=[CH:9][N:10]=2)[N:7]=1.CCOC1C=CC(N)=CC=1.O=P(Cl)(Cl)[Cl:25]. The catalyst is C(Cl)Cl. The product is [Cl:25][C:2]1[C:3]([Cl:12])=[C:4]([Cl:11])[C:5]2[N:6]([CH:8]=[CH:9][N:10]=2)[N:7]=1. The yield is 0.370.